This data is from Forward reaction prediction with 1.9M reactions from USPTO patents (1976-2016). The task is: Predict the product of the given reaction. (1) Given the reactants Cl.[CH2:2]([NH:9][OH:10])[C:3]1[CH:8]=[CH:7][CH:6]=[CH:5][CH:4]=1.[CH:11]([C:13]1[CH:21]=[CH:20][CH:19]=[CH:18][C:14]=1[C:15]([OH:17])=[O:16])=O, predict the reaction product. The product is: [CH2:2]([N+:9]([O-:10])=[CH:11][C:13]1[CH:21]=[CH:20][CH:19]=[CH:18][C:14]=1[C:15]([OH:17])=[O:16])[C:3]1[CH:8]=[CH:7][CH:6]=[CH:5][CH:4]=1. (2) Given the reactants [CH2:1]([O:3][C:4](=[O:17])[CH2:5][C:6]1[CH:11]=[C:10]([OH:12])[CH:9]=[CH:8][C:7]=1[C:13]([F:16])([F:15])[F:14])[CH3:2].C1C=CC(N([S:25]([C:28]([F:31])([F:30])[F:29])(=[O:27])=[O:26])[S:25]([C:28]([F:31])([F:30])[F:29])(=[O:27])=[O:26])=CC=1, predict the reaction product. The product is: [CH2:1]([O:3][C:4](=[O:17])[CH2:5][C:6]1[CH:11]=[C:10]([O:12][S:25]([C:28]([F:31])([F:30])[F:29])(=[O:27])=[O:26])[CH:9]=[CH:8][C:7]=1[C:13]([F:15])([F:16])[F:14])[CH3:2]. (3) Given the reactants [CH3:1][C:2]1[C:6]([C:7]2[CH2:12][CH2:11][CH2:10][C:9](=[O:13])[CH:8]=2)=[CH:5][N:4]([C:14]2[CH:19]=[CH:18][N:17]=[C:16]3[N:20](COCC[Si](C)(C)C)[CH:21]=[CH:22][C:15]=23)[N:3]=1.CO.[BH4-].[Na+], predict the reaction product. The product is: [CH3:1][C:2]1[C:6]([CH:7]2[CH2:12][CH2:11][CH2:10][CH:9]([OH:13])[CH2:8]2)=[CH:5][N:4]([C:14]2[CH:19]=[CH:18][N:17]=[C:16]3[NH:20][CH:21]=[CH:22][C:15]=23)[N:3]=1. (4) The product is: [CH3:16][C@H:3]([CH2:2][N:24]1[CH2:25][CH2:26][CH:21]([O:20][CH2:17][CH2:18][CH3:19])[CH2:22][CH2:23]1)[CH2:4][N:5]1[C:10]2[CH:11]=[CH:12][CH:13]=[CH:14][C:9]=2[S:8][CH2:7][C:6]1=[O:15]. Given the reactants I[CH2:2][C@@H:3]([CH3:16])[CH2:4][N:5]1[C:10]2[CH:11]=[CH:12][CH:13]=[CH:14][C:9]=2[S:8][CH2:7][C:6]1=[O:15].[CH2:17]([O:20][CH:21]1[CH2:26][CH2:25][NH:24][CH2:23][CH2:22]1)[CH2:18][CH3:19], predict the reaction product. (5) Given the reactants [NH2:1][C:2]([NH:4][C:5]1[C:6]([C:18]([NH2:20])=[O:19])=[N:7][N:8]([C:10]2[CH:15]=[CH:14][C:13](I)=[C:12]([Cl:17])[CH:11]=2)[CH:9]=1)=[O:3].[OH:21][C:22]1[CH:23]=[C:24](B(O)O)[CH:25]=[CH:26][CH:27]=1.C([O-])([O-])=O.[Cs+].[Cs+], predict the reaction product. The product is: [NH2:1][C:2]([NH:4][C:5]1[C:6]([C:18]([NH2:20])=[O:19])=[N:7][N:8]([C:10]2[CH:15]=[CH:14][C:13]([C:26]3[CH:25]=[CH:24][CH:23]=[C:22]([OH:21])[CH:27]=3)=[C:12]([Cl:17])[CH:11]=2)[CH:9]=1)=[O:3]. (6) Given the reactants [C:1]1([CH2:7][C:8](O)([CH3:10])[CH3:9])[CH:6]=[CH:5][CH:4]=[CH:3][CH:2]=1.[ClH:12], predict the reaction product. The product is: [C:1]1([CH2:7][C:8]([Cl:12])([CH3:10])[CH3:9])[CH:6]=[CH:5][CH:4]=[CH:3][CH:2]=1.